From a dataset of Catalyst prediction with 721,799 reactions and 888 catalyst types from USPTO. Predict which catalyst facilitates the given reaction. (1) Reactant: [I:1]N1C(=O)CCC1=O.[NH2:9][C:10]1[C:15]2[C:16]([C:19]3[CH:24]=[CH:23][C:22]([NH:25][C:26](=[O:32])[O:27][C:28]([CH3:31])([CH3:30])[CH3:29])=[C:21]([O:33][CH3:34])[CH:20]=3)=[CH:17][O:18][C:14]=2[CH:13]=[CH:12][N:11]=1.S([O-])([O-])(=O)=S.[Na+].[Na+]. Product: [NH2:9][C:10]1[C:15]2[C:16]([C:19]3[CH:24]=[CH:23][C:22]([NH:25][C:26](=[O:32])[O:27][C:28]([CH3:29])([CH3:30])[CH3:31])=[C:21]([O:33][CH3:34])[CH:20]=3)=[CH:17][O:18][C:14]=2[C:13]([I:1])=[CH:12][N:11]=1. The catalyst class is: 9. (2) Product: [F:17][C:7]1[CH:6]=[C:5]([CH:10]=[CH:9][C:8]=1[C:11]1[CH:16]=[CH:15][CH:14]=[CH:13][CH:12]=1)[C:18]([OH:20])=[O:19]. Reactant: [Mg].II.Br[C:5]1[CH:10]=[CH:9][C:8]([C:11]2[CH:16]=[CH:15][CH:14]=[CH:13][CH:12]=2)=[C:7]([F:17])[CH:6]=1.[C:18](=[O:20])=[O:19]. The catalyst class is: 1. (3) Reactant: [Br-].C(OC([NH:9][C:10]([C:13]1[N:14]=[N:15][N:16]([CH2:18][CH2:19][N+:20]([CH3:23])([CH3:22])[CH3:21])[CH:17]=1)([CH3:12])[CH3:11])=O)(C)(C)C.[ClH:24]. Product: [ClH:24].[NH2:9][C:10]([C:13]1[N:14]=[N:15][N:16]([CH2:18][CH2:19][N+:20]([CH3:22])([CH3:21])[CH3:23])[CH:17]=1)([CH3:12])[CH3:11]. The catalyst class is: 71. (4) Reactant: [NH2:1][C:2]1[C:6]([C:7]([O:9][CH2:10][CH3:11])=[O:8])=[CH:5][N:4]([C:12]2[CH:17]=[CH:16][CH:15]=[CH:14][CH:13]=2)[N:3]=1.[N:18]1[CH:23]=[CH:22][N:21]=[CH:20][C:19]=1[CH:24]=O.C(O)(=O)C.C(O[BH-](OC(=O)C)OC(=O)C)(=O)C.[Na+]. Product: [C:12]1([N:4]2[CH:5]=[C:6]([C:7]([O:9][CH2:10][CH3:11])=[O:8])[C:2]([NH:1][CH2:24][C:19]3[CH:20]=[N:21][CH:22]=[CH:23][N:18]=3)=[N:3]2)[CH:17]=[CH:16][CH:15]=[CH:14][CH:13]=1. The catalyst class is: 2. (5) Reactant: [NH2:1][C:2]1[CH:7]=[CH:6][C:5]([C@H:8]([CH3:20])[C:9]([NH:11][C:12]2[S:13][C:14]([CH:17]([CH3:19])[CH3:18])=[CH:15][N:16]=2)=[O:10])=[CH:4][CH:3]=1.FC(F)(F)C(O)=O.[O-:28][C:29]#[N:30].[K+]. Product: [NH2:30][C:29]([NH:1][C:2]1[CH:7]=[CH:6][C:5]([C@H:8]([CH3:20])[C:9]([NH:11][C:12]2[S:13][C:14]([CH:17]([CH3:19])[CH3:18])=[CH:15][N:16]=2)=[O:10])=[CH:4][CH:3]=1)=[O:28]. The catalyst class is: 10. (6) Reactant: [Na].[C:2]([O:10]CC)(=O)[CH2:3][C:4]([O:6]CC)=O.[CH2:13]([NH:16][C:17]([NH2:19])=[O:18])[CH:14]=[CH2:15]. Product: [CH2:13]([N:16]1[C:2](=[O:10])[CH2:3][C:4](=[O:6])[NH:19][C:17]1=[O:18])[CH:14]=[CH2:15]. The catalyst class is: 8. (7) Reactant: [Cl-].[Al+3].[Cl-].[Cl-].[CH2:5]([C:13]1[CH:18]=[CH:17][CH:16]=[CH:15][CH:14]=1)[CH2:6][CH2:7][CH2:8][CH2:9][CH2:10][CH2:11][CH3:12].[C:19](Cl)(=[O:21])[CH3:20]. Product: [CH2:5]([C:13]1[CH:14]=[CH:15][C:16]([C:19](=[O:21])[CH3:20])=[CH:17][CH:18]=1)[CH2:6][CH2:7][CH2:8][CH2:9][CH2:10][CH2:11][CH3:12]. The catalyst class is: 68.